From a dataset of Full USPTO retrosynthesis dataset with 1.9M reactions from patents (1976-2016). Predict the reactants needed to synthesize the given product. (1) Given the product [CH2:16]([N:28]1[C:12]([CH3:13])=[CH:11][CH:10]=[C:9]1[C:6]1[CH:7]=[CH:8][C:3]([O:2][CH3:1])=[CH:4][CH:5]=1)[CH2:17][CH2:18][CH2:19][CH2:20][CH2:21][CH2:22][CH2:23][CH2:24][CH2:25][CH2:26][CH3:27], predict the reactants needed to synthesize it. The reactants are: [CH3:1][O:2][C:3]1[CH:8]=[CH:7][C:6]([C:9](=O)[CH2:10][CH2:11][C:12](=O)[CH3:13])=[CH:5][CH:4]=1.[CH2:16]([NH2:28])[CH2:17][CH2:18][CH2:19][CH2:20][CH2:21][CH2:22][CH2:23][CH2:24][CH2:25][CH2:26][CH3:27].C1(C)C=CC(S(O)(=O)=O)=CC=1. (2) Given the product [CH2:1]([C:5]1[N:9]([C:10]2[CH:11]=[CH:12][CH:13]=[CH:14][CH:15]=2)[N:8]=[C:7]([C:16]([OH:18])=[O:17])[C:6]=1[C:21]1[CH:26]=[CH:25][C:24]([C:27](=[O:42])[NH:28][S:29]([C:32]2[CH:41]=[CH:40][C:39]3[C:34](=[CH:35][CH:36]=[CH:37][CH:38]=3)[CH:33]=2)(=[O:30])=[O:31])=[CH:23][C:22]=1[C:43]([N:45]1[CH2:54][CH2:53][C:52]2[C:47](=[CH:48][CH:49]=[CH:50][CH:51]=2)[CH2:46]1)=[O:44])[CH2:2][CH2:3][CH3:4], predict the reactants needed to synthesize it. The reactants are: [CH2:1]([C:5]1[N:9]([C:10]2[CH:15]=[CH:14][CH:13]=[CH:12][CH:11]=2)[N:8]=[C:7]([C:16]([O:18]CC)=[O:17])[C:6]=1[C:21]1[CH:26]=[CH:25][C:24]([C:27](=[O:42])[NH:28][S:29]([C:32]2[CH:41]=[CH:40][C:39]3[C:34](=[CH:35][CH:36]=[CH:37][CH:38]=3)[CH:33]=2)(=[O:31])=[O:30])=[CH:23][C:22]=1[C:43]([N:45]1[CH2:54][CH2:53][C:52]2[C:47](=[CH:48][CH:49]=[CH:50][CH:51]=2)[CH2:46]1)=[O:44])[CH2:2][CH2:3][CH3:4].[OH-].[Na+]. (3) Given the product [Cl:1][C:2]1[CH:7]=[C:6]([N+:8]([O-:10])=[O:9])[CH:5]=[CH:4][C:3]=1[O:11][C:12]1[CH:17]=[CH:16][CH:15]=[C:14]([S:31]([CH3:21])(=[O:35])=[O:33])[CH:13]=1, predict the reactants needed to synthesize it. The reactants are: [Cl:1][C:2]1[CH:7]=[C:6]([N+:8]([O-:10])=[O:9])[CH:5]=[CH:4][C:3]=1[O:11][C:12]1[CH:17]=[CH:16][CH:15]=[C:14](SC)[CH:13]=1.Cl[C:21]1C=CC=C(C(OO)=O)C=1.[S:31]([O-:35])([O-])(=[O:33])=S.[Na+].[Na+]. (4) Given the product [Br:1][C:2]1[CH:11]=[C:10]2[C:5]([CH:6]=[C:7]([NH:13][C:14]3[CH:18]=[C:17]([CH3:19])[NH:16][N:15]=3)[N:8]=[C:9]2[Cl:24])=[CH:4][C:3]=1[O:20][CH3:21], predict the reactants needed to synthesize it. The reactants are: [Br:1][C:2]1[CH:11]=[C:10]2[C:5]([CH:6]=[C:7]([NH:13][C:14]3[CH:18]=[C:17]([CH3:19])[NH:16][N:15]=3)[N:8]=[C:9]2O)=[CH:4][C:3]=1[O:20][CH3:21].O=P(Cl)(Cl)[Cl:24]. (5) Given the product [Br:8][C:6]1[N:7]=[C:2]2[N:20]([C:19]3[CH:21]=[C:22]([O:27][CH2:28][C:29]4[C:34]([O:35][CH3:36])=[CH:33][CH:32]=[C:31]([F:37])[C:30]=4[F:38])[C:23]([O:25][CH3:26])=[CH:24][C:18]=3[Cl:17])[C:10](=[O:12])[NH:9][C:3]2=[N:4][CH:5]=1, predict the reactants needed to synthesize it. The reactants are: Br[C:2]1[C:3]([NH:9][C:10]([O:12]C(C)(C)C)=O)=[N:4][CH:5]=[C:6]([Br:8])[N:7]=1.[Cl:17][C:18]1[CH:24]=[C:23]([O:25][CH3:26])[C:22]([O:27][CH2:28][C:29]2[C:34]([O:35][CH3:36])=[CH:33][CH:32]=[C:31]([F:37])[C:30]=2[F:38])=[CH:21][C:19]=1[NH2:20].C1(P(C2C=CC=CC=2)C2C3OC4C(=CC=CC=4P(C4C=CC=CC=4)C4C=CC=CC=4)C(C)(C)C=3C=CC=2)C=CC=CC=1.CC(C)([O-])C.[Na+]. (6) Given the product [CH2:1]([O:3][C:4](=[O:31])[C:5]([CH3:7])([O:8][C:9]1[CH:14]=[CH:13][C:12]([O:15][CH2:16][CH2:17][C:18]2[N:19]=[C:20]([C:24]3[CH:29]=[CH:28][CH:27]=[C:26]([C:41]4[C:42]5[C:37](=[CH:36][CH:35]=[CH:34][CH:33]=5)[CH:38]=[CH:39][CH:40]=4)[CH:25]=3)[O:21][C:22]=2[CH3:23])=[CH:11][CH:10]=1)[CH3:6])[CH3:2], predict the reactants needed to synthesize it. The reactants are: [CH2:1]([O:3][C:4](=[O:31])[C:5]([O:8][C:9]1[CH:14]=[CH:13][C:12]([O:15][CH2:16][CH2:17][C:18]2[N:19]=[C:20]([C:24]3[CH:29]=[CH:28][CH:27]=[C:26](Br)[CH:25]=3)[O:21][C:22]=2[CH3:23])=[CH:11][CH:10]=1)([CH3:7])[CH3:6])[CH3:2].B(O)(O)[C:33]1[C:42]2[C:37](=[CH:38][CH:39]=[CH:40][CH:41]=2)[CH:36]=[CH:35][CH:34]=1.C(O)C.C([O-])([O-])=O.[Na+].[Na+]. (7) Given the product [C:51]([O:55][CH2:56][CH2:57][NH:67][C:33]([C:30]1[CH:31]=[CH:32][C:27]([C:24]2[CH:25]=[CH:26][C:21]([CH2:20][C@H:19]([NH:18][C:16]([C@H:13]3[CH2:14][CH2:15][C@H:10]([CH2:9][NH:8][C:6](=[O:7])[O:5][C:1]([CH3:3])([CH3:4])[CH3:2])[CH2:11][CH2:12]3)=[O:17])[C:37](=[O:50])[NH:38][C:39]3[CH:44]=[CH:43][C:42]([C:45]4[N:49]=[N:48][NH:47][N:46]=4)=[CH:41][CH:40]=3)=[CH:22][CH:23]=2)=[C:28]([CH3:36])[CH:29]=1)=[O:35])([CH3:54])([CH3:53])[CH3:52], predict the reactants needed to synthesize it. The reactants are: [C:1]([O:5][C:6]([NH:8][CH2:9][C@H:10]1[CH2:15][CH2:14][C@H:13]([C:16]([NH:18][C@H:19]([C:37](=[O:50])[NH:38][C:39]2[CH:44]=[CH:43][C:42]([C:45]3[N:46]=[N:47][NH:48][N:49]=3)=[CH:41][CH:40]=2)[CH2:20][C:21]2[CH:26]=[CH:25][C:24]([C:27]3[CH:32]=[CH:31][C:30]([C:33]([OH:35])=O)=[CH:29][C:28]=3[CH3:36])=[CH:23][CH:22]=2)=[O:17])[CH2:12][CH2:11]1)=[O:7])([CH3:4])([CH3:3])[CH3:2].[C:51]([O:55][CH:56](N)[CH3:57])([CH3:54])([CH3:53])[CH3:52].F[P-](F)(F)(F)(F)F.C[N:67](C(ON1C2=NC=CC=C2N=N1)=[N+](C)C)C.C(N(CC)C(C)C)(C)C.